Dataset: Reaction yield outcomes from USPTO patents with 853,638 reactions. Task: Predict the reaction yield, written as a fraction of the theoretical maximum amount of product (1.0 means a 100% yield; for example, 0.34 means a 34% yield). The reactants are I[C:2]1[CH:11]=[C:10]2[C:5]([N:6]=[C:7]([O:19][CH:20]([C:25]3[CH:26]=[N:27][CH:28]=[CH:29][CH:30]=3)[C:21]([F:24])([F:23])[F:22])[C:8]([NH:12][S:13]([CH2:16][CH2:17][CH3:18])(=[O:15])=[O:14])=[N:9]2)=[CH:4][CH:3]=1.O.C[C:33]([N:35](C)C)=O. The catalyst is [C-]#N.[Zn+2].[C-]#N.[Zn].C1C=CC(/C=C/C(/C=C/C2C=CC=CC=2)=O)=CC=1.C1C=CC(/C=C/C(/C=C/C2C=CC=CC=2)=O)=CC=1.C1C=CC(/C=C/C(/C=C/C2C=CC=CC=2)=O)=CC=1.[Pd].[Pd].C1(P(C2C=CC=CC=2)[C-]2C=CC=C2)C=CC=CC=1.[C-]1(P(C2C=CC=CC=2)C2C=CC=CC=2)C=CC=C1.[Fe+2]. The product is [C:33]([C:2]1[CH:11]=[C:10]2[C:5]([N:6]=[C:7]([O:19][CH:20]([C:25]3[CH:26]=[N:27][CH:28]=[CH:29][CH:30]=3)[C:21]([F:24])([F:22])[F:23])[C:8]([NH:12][S:13]([CH2:16][CH2:17][CH3:18])(=[O:14])=[O:15])=[N:9]2)=[CH:4][CH:3]=1)#[N:35]. The yield is 0.420.